Dataset: Catalyst prediction with 721,799 reactions and 888 catalyst types from USPTO. Task: Predict which catalyst facilitates the given reaction. (1) Reactant: Br[C:2]1[CH:7]=[CH:6][CH:5]=[CH:4][N:3]=1.[Li]CCCC.[C:13]([N:21]1[C@H:30]2[C@@H:25]([CH2:26][CH2:27][CH2:28][CH2:29]2)[C:24](=[O:31])[CH2:23][CH2:22]1)(=[O:20])[C:14]1[CH:19]=[CH:18][CH:17]=[CH:16][CH:15]=1. Product: [C:13]([N:21]1[C@H:30]2[C@@H:25]([CH2:26][CH2:27][CH2:28][CH2:29]2)[C:24]([C:2]2[CH:7]=[CH:6][CH:5]=[CH:4][N:3]=2)([OH:31])[CH2:23][CH2:22]1)(=[O:20])[C:14]1[CH:15]=[CH:16][CH:17]=[CH:18][CH:19]=1. The catalyst class is: 1. (2) Reactant: [CH:1]1[C:6]([CH2:7][C@H:8]([NH2:12])[C:9]([OH:11])=[O:10])=[CH:5][CH:4]=[C:3]([N:13]([CH2:17][CH2:18][Cl:19])[CH2:14][CH2:15][Cl:16])[CH:2]=1.C. The catalyst class is: 33. Product: [ClH:16].[NH2:12][C@@H:8]([CH2:7][C:6]1[CH:5]=[CH:4][C:3]([N:13]([CH2:14][CH2:15][Cl:16])[CH2:17][CH2:18][Cl:19])=[CH:2][CH:1]=1)[C:9]([OH:11])=[O:10]. (3) Reactant: Cl[C:2]1[N:7]=[CH:6][N:5]=[C:4]([NH2:8])[C:3]=1[C:9]1[N:13]=[CH:12][N:11]([CH3:14])[N:10]=1.[NH2:15][C@H:16]([C:19]1[N:28]([CH:29]2[CH2:31][CH2:30]2)[C:27](=[O:32])[C:26]2[C:21](=[CH:22][CH:23]=[CH:24][C:25]=2[Cl:33])[N:20]=1)[CH2:17][CH3:18].CCN(C(C)C)C(C)C.C(Cl)Cl.CO. Product: [NH2:8][C:4]1[N:5]=[CH:6][N:7]=[C:2]([NH:15][C@H:16]([C:19]2[N:28]([CH:29]3[CH2:30][CH2:31]3)[C:27](=[O:32])[C:26]3[C:21](=[CH:22][CH:23]=[CH:24][C:25]=3[Cl:33])[N:20]=2)[CH2:17][CH3:18])[C:3]=1[C:9]1[N:13]=[CH:12][N:11]([CH3:14])[N:10]=1. The catalyst class is: 114. (4) Reactant: [C:1]([C:3]1[CH:25]=[CH:24][CH:23]=[C:22]([CH3:26])[C:4]=1[CH2:5][N:6]1[C:14]2[C:9](=[CH:10][CH:11]=[C:12]([C:15]([F:20])([F:19])[C:16]([OH:18])=[O:17])[CH:13]=2)[C:8]([CH3:21])=[N:7]1)#[N:2].[OH-].[K+:28]. Product: [C:1]([C:3]1[CH:25]=[CH:24][CH:23]=[C:22]([CH3:26])[C:4]=1[CH2:5][N:6]1[C:14]2[C:9](=[CH:10][CH:11]=[C:12]([C:15]([F:19])([F:20])[C:16]([O-:18])=[O:17])[CH:13]=2)[C:8]([CH3:21])=[N:7]1)#[N:2].[K+:28]. The catalyst class is: 8. (5) Reactant: [NH2:1][C:2]1[CH:7]=[CH:6][CH:5]=[CH:4][CH:3]=1.C[Al](C)C.[CH3:12][O:13][C:14]1[CH:15]=[C:16]([CH:19]=[CH:20][CH:21]=1)[C:17]#[N:18].ClCCl.CO. Product: [CH3:12][O:13][C:14]1[CH:15]=[C:16]([CH:19]=[CH:20][CH:21]=1)[C:17](=[NH:18])[NH:1][C:2]1[CH:7]=[CH:6][CH:5]=[CH:4][CH:3]=1. The catalyst class is: 11. (6) Reactant: [CH:1]([C:3]1[CH:8]=[CH:7][CH:6]=[CH:5][C:4]=1B(O)O)=[O:2].[CH3:12][C:13]1[CH:17]=[C:16]([CH3:18])[NH:15][N:14]=1.N1C=CC=CC=1. Product: [CH3:12][C:13]1[CH:17]=[C:16]([CH3:18])[N:15]([C:4]2[CH:5]=[CH:6][CH:7]=[CH:8][C:3]=2[CH:1]=[O:2])[N:14]=1. The catalyst class is: 749. (7) Reactant: [CH3:1][O:2][C:3]1[CH:8]=[CH:7][C:6]([C:9]2[C:10]([CH3:15])=[N:11][NH:12][C:13]=2[NH2:14])=[CH:5][CH:4]=1.[Cl:16][C:17]1[CH:22]=[CH:21][C:20]([C:23](=O)[CH2:24][C:25](OC)=[O:26])=[CH:19][CH:18]=1. Product: [Cl:16][C:17]1[CH:18]=[CH:19][C:20]([C:23]2[NH:14][C:13]3[N:12]([N:11]=[C:10]([CH3:15])[C:9]=3[C:6]3[CH:5]=[CH:4][C:3]([O:2][CH3:1])=[CH:8][CH:7]=3)[C:25](=[O:26])[CH:24]=2)=[CH:21][CH:22]=1. The catalyst class is: 52. (8) Reactant: C(=O)([O-])[O-].[K+].[K+].[C:7]([C:9]1[CH:14]=[CH:13][C:12]([N+:15]([O-:17])=[O:16])=[CH:11][CH:10]=1)#[N:8].Cl.[SH:19][CH2:20][CH2:21]N. Product: [N+:15]([C:12]1[CH:11]=[CH:10][C:9]([C:7]2[S:19][CH2:20][CH2:21][N:8]=2)=[CH:14][CH:13]=1)([O-:17])=[O:16]. The catalyst class is: 8. (9) Reactant: [CH3:1][C:2]1[CH:7]=[C:6]([C:8]([OH:10])=[O:9])[CH:5]=[CH:4][N:3]=1.[CH3:11]O. Product: [CH3:1][C:2]1[CH:7]=[C:6]([C:8]([O:10][CH3:11])=[O:9])[CH:5]=[CH:4][N:3]=1. The catalyst class is: 82. (10) Reactant: [NH2:1][C:2]1[CH:7]=[C:6]([CH2:8]O)[N:5]=[C:4]([C:10]([O:12][CH3:13])=[O:11])[C:3]=1[Cl:14].S(Cl)([Cl:17])=O. Product: [NH2:1][C:2]1[CH:7]=[C:6]([CH2:8][Cl:17])[N:5]=[C:4]([C:10]([O:12][CH3:13])=[O:11])[C:3]=1[Cl:14]. The catalyst class is: 26.